This data is from Reaction yield outcomes from USPTO patents with 853,638 reactions. The task is: Predict the reaction yield, written as a fraction of the theoretical maximum amount of product (1.0 means a 100% yield; for example, 0.34 means a 34% yield). (1) The reactants are [F:1][C:2]1[N:7]=[C:6]([I:8])[C:5]([OH:9])=[CH:4][CH:3]=1.Cl[C:11]1[C:20]2[C:15](=[CH:16][C:17]([O:23][CH3:24])=[C:18]([O:21][CH3:22])[CH:19]=2)[N:14]=[CH:13][CH:12]=1.O. The catalyst is CN(C)C1C=CN=CC=1.ClC1C=CC=CC=1Cl. The product is [F:1][C:2]1[N:7]=[C:6]([I:8])[C:5]([O:9][C:11]2[C:20]3[C:15](=[CH:16][C:17]([O:23][CH3:24])=[C:18]([O:21][CH3:22])[CH:19]=3)[N:14]=[CH:13][CH:12]=2)=[CH:4][CH:3]=1. The yield is 0.0600. (2) The reactants are [NH2:1][CH:2]1[CH2:7][CH2:6][N:5]([CH2:8][CH2:9][N:10]2[C:19]3[C:14](=[CH:15][CH:16]=[C:17]([O:20][CH3:21])[CH:18]=3)[N:13]=[CH:12][C:11]2=[O:22])[CH2:4][CH2:3]1.[N:23]1[C:28]2[O:29][CH2:30][CH2:31][O:32][C:27]=2[CH:26]=[C:25]([CH:33]=O)[N:24]=1.C(O[BH-](OC(=O)C)OC(=O)C)(=O)C.[Na+].C(O[BH3-])(=O)C.C(=O)(O)[O-].[Na+].C(Cl)(Cl)[Cl:60]. The catalyst is CO. The product is [ClH:60].[ClH:60].[N:23]1[C:28]2[O:29][CH2:30][CH2:31][O:32][C:27]=2[CH:26]=[C:25]([CH2:33][NH:1][CH:2]2[CH2:3][CH2:4][N:5]([CH2:8][CH2:9][N:10]3[C:19]4[C:14](=[CH:15][CH:16]=[C:17]([O:20][CH3:21])[CH:18]=4)[N:13]=[CH:12][C:11]3=[O:22])[CH2:6][CH2:7]2)[N:24]=1. The yield is 0.520. (3) The reactants are [Br:1][C:2]1[CH:7]=[CH:6][C:5]([C:8]2[CH2:13][CH2:12][N:11]([C:14]([O:16][C:17]([CH3:20])([CH3:19])[CH3:18])=[O:15])[CH2:10][CH:9]=2)=[CH:4][CH:3]=1.[H][H]. The catalyst is CCOC(C)=O.[Rh]. The product is [Br:1][C:2]1[CH:7]=[CH:6][C:5]([CH:8]2[CH2:9][CH2:10][N:11]([C:14]([O:16][C:17]([CH3:20])([CH3:19])[CH3:18])=[O:15])[CH2:12][CH2:13]2)=[CH:4][CH:3]=1. The yield is 0.940. (4) The reactants are Br[C:2]1[CH:17]=[CH:16][C:5]([CH2:6][CH2:7][NH:8][C:9](=[O:15])[O:10][C:11]([CH3:14])([CH3:13])[CH3:12])=[CH:4][CH:3]=1.[B:18]1([B:18]2[O:22][C:21]([CH3:24])([CH3:23])[C:20]([CH3:26])([CH3:25])[O:19]2)[O:22][C:21]([CH3:24])([CH3:23])[C:20]([CH3:26])([CH3:25])[O:19]1.C([O-])(=O)C.[K+]. The catalyst is O1CCOCC1.C(OCC)(=O)C.C1C=CC(P(C2C=CC=CC=2)[C-]2C=CC=C2)=CC=1.C1C=CC(P(C2C=CC=CC=2)[C-]2C=CC=C2)=CC=1.Cl[Pd]Cl.[Fe+2].C1(P(C2C=CC=CC=2)[C-]2C=CC=C2)C=CC=CC=1.[C-]1(P(C2C=CC=CC=2)C2C=CC=CC=2)C=CC=C1.[Fe+2]. The product is [CH3:25][C:20]1([CH3:26])[C:21]([CH3:24])([CH3:23])[O:22][B:18]([C:2]2[CH:17]=[CH:16][C:5]([CH2:6][CH2:7][NH:8][C:9](=[O:15])[O:10][C:11]([CH3:14])([CH3:13])[CH3:12])=[CH:4][CH:3]=2)[O:19]1. The yield is 1.04. (5) The reactants are [CH2:1]([O:8][C:9]1[CH:17]=[CH:16][CH:15]=[CH:14][C:10]=1C(O)=O)[C:2]1[CH:7]=[CH:6][CH:5]=[CH:4][CH:3]=1.C1(P(N=[N+]=[N-])(C2C=CC=CC=2)=O)C=CC=CC=1.C([N:37](CC)CC)C.[CH3:42][Si:43]([CH:46](O)[CH3:47])([CH3:45])[CH3:44].[C:49]([O:52]CC)(=[O:51])C. The catalyst is C1(C)C=CC=CC=1. The product is [CH3:42][Si:43]([CH3:45])([CH3:44])[CH2:46][CH2:47][O:52][C:49](=[O:51])[NH:37][C:10]1[CH:14]=[CH:15][CH:16]=[CH:17][C:9]=1[O:8][CH2:1][C:2]1[CH:3]=[CH:4][CH:5]=[CH:6][CH:7]=1. The yield is 0.850. (6) The reactants are [NH2:1][C:2]1[N:7]([CH2:8][CH:9]([CH3:11])[CH3:10])[C:6](=[S:12])[NH:5][C:4](=[O:13])[C:3]=1[NH:14][CH:15]=O.CSC.O. The catalyst is O1CCCC1.B.Cl. The product is [NH2:1][C:2]1[N:7]([CH2:8][CH:9]([CH3:11])[CH3:10])[C:6](=[S:12])[NH:5][C:4](=[O:13])[C:3]=1[NH:14][CH3:15]. The yield is 0.540.